Dataset: Forward reaction prediction with 1.9M reactions from USPTO patents (1976-2016). Task: Predict the product of the given reaction. (1) Given the reactants C(OC([N:8]1[CH2:13][CH2:12][N:11]([C:14]2[N:19]=[C:18]([C:20]3[CH:25]=[CH:24][N:23]=[C:22]([NH:26][CH:27]4[CH2:32][CH2:31][CH2:30][CH2:29][CH2:28]4)[CH:21]=3)[CH:17]=[CH:16][C:15]=2[C:33](=[O:35])[NH2:34])[CH2:10][CH2:9]1)=O)(C)(C)C.FC(F)(F)C(O)=O, predict the reaction product. The product is: [CH:27]1([NH:26][C:22]2[CH:21]=[C:20]([C:18]3[CH:17]=[CH:16][C:15]([C:33]([NH2:34])=[O:35])=[C:14]([N:11]4[CH2:12][CH2:13][NH:8][CH2:9][CH2:10]4)[N:19]=3)[CH:25]=[CH:24][N:23]=2)[CH2:32][CH2:31][CH2:30][CH2:29][CH2:28]1. (2) The product is: [CH2:28]([O:35][C:36]1[CH:37]=[CH:38][C:39]([N:42]2[CH2:47][CH2:46][N:45]([C:10](=[O:12])[CH2:9][NH:8][C:6](=[O:7])[O:5][C:1]([CH3:2])([CH3:3])[CH3:4])[CH2:44][CH2:43]2)=[N:40][CH:41]=1)[C:29]1[CH:30]=[CH:31][CH:32]=[CH:33][CH:34]=1. Given the reactants [C:1]([O:5][C:6]([NH:8][CH2:9][C:10]([OH:12])=O)=[O:7])([CH3:4])([CH3:3])[CH3:2].C(N(CC)CC)C.ClC(OCC(C)C)=O.[CH2:28]([O:35][C:36]1[CH:37]=[CH:38][C:39]([N:42]2[CH2:47][CH2:46][NH:45][CH2:44][CH2:43]2)=[N:40][CH:41]=1)[C:29]1[CH:34]=[CH:33][CH:32]=[CH:31][CH:30]=1, predict the reaction product. (3) Given the reactants C(O[C:6](=[O:26])[NH:7][C@H:8]([C@@H:19]1[CH2:23][C@@H:22]([CH3:24])[C:21](=[O:25])[O:20]1)[CH2:9][C:10]1[CH:15]=[CH:14][CH:13]=[C:12]([CH2:16][CH:17]=[CH2:18])[CH:11]=1)(C)(C)C.[CH2:27]([S:31]([CH2:34][C@@H:35](C)[C:36](O)=O)(=[O:33])=[O:32])[CH2:28][CH:29]=[CH2:30].CCN=C=NCCCN(C)C.C1C=CC2N(O)N=NC=2C=1.C(N(CC)CC)C, predict the reaction product. The product is: [CH2:16]([C:12]1[CH:11]=[C:10]([CH2:9][C@H:8]([NH:7][C:6](=[O:26])[C@H:35]([CH3:36])[CH2:34][S:31]([CH2:27][CH2:28][CH:29]=[CH2:30])(=[O:33])=[O:32])[C@@H:19]2[CH2:23][C@@H:22]([CH3:24])[C:21](=[O:25])[O:20]2)[CH:15]=[CH:14][CH:13]=1)[CH:17]=[CH2:18]. (4) Given the reactants Cl[C:2]1[N:7]=[C:6]([C:8]([O:10]C)=[O:9])[CH:5]=[C:4]([CH3:12])[CH:3]=1.[CH2:13]([CH:15](C1N=C(C(O)=O)C=C(OC)C=1)[CH2:16][CH3:17])[CH3:14], predict the reaction product. The product is: [CH2:13]([CH:15]([C:2]1[N:7]=[C:6]([C:8]([OH:10])=[O:9])[CH:5]=[C:4]([CH3:12])[CH:3]=1)[CH2:16][CH3:17])[CH3:14]. (5) Given the reactants C([O:3][C:4]([C:6]1[S:7][CH:8]=[C:9]([C:11]2[CH:16]=[CH:15][C:14]([C:17]([OH:19])=[O:18])=[CH:13][CH:12]=2)[N:10]=1)=[O:5])C.[OH-].[Na+], predict the reaction product. The product is: [C:17]([C:14]1[CH:13]=[CH:12][C:11]([C:9]2[N:10]=[C:6]([C:4]([OH:5])=[O:3])[S:7][CH:8]=2)=[CH:16][CH:15]=1)([OH:19])=[O:18]. (6) Given the reactants ClC1C=C(Cl)C=CC=1S.[CH3:10][C:11]1[CH:16]=[CH:15][CH:14]=[CH:13][C:12]=1[SH:17].ClC1C=CC=C[C:20]=1[CH:21]=[O:22].F[C:28]1[CH:35]=[CH:34][C:31]([CH:32]=O)=[CH:30][C:29]=1[C:36]([F:39])([F:38])[F:37].NCCCCCCO.[C:48]([N:51]1[CH2:56][CH2:55][NH:54][CH2:53][CH2:52]1)(=[O:50])[CH3:49], predict the reaction product. The product is: [CH3:10][C:11]1[CH:16]=[CH:15][CH:14]=[CH:13][C:12]=1[S:17][C:28]1[CH:35]=[CH:34][C:31](/[CH:32]=[CH:49]/[C:48]([N:51]2[CH2:56][CH2:55][N:54]([C:21](=[O:22])[CH3:20])[CH2:53][CH2:52]2)=[O:50])=[CH:30][C:29]=1[C:36]([F:39])([F:38])[F:37]. (7) The product is: [CH:9]1([NH:14][CH2:3][C:2]([OH:4])([CH3:1])[C:5]([O:7][CH2:8][CH3:15])=[O:6])[CH2:13][CH2:12][CH2:11][CH2:10]1. Given the reactants [CH3:1][C:2]1([C:5]([O:7][CH3:8])=[O:6])[O:4][CH2:3]1.[CH:9]1([NH2:14])[CH2:13][CH2:12][CH2:11][CH2:10]1.[CH2:15](O)C, predict the reaction product. (8) Given the reactants [CH2:1]1[CH2:5][O:4][CH2:3][CH2:2]1.[Si]([O:13][C:14]1C=CC(C#N)=[C:16]([F:22])[CH:15]=1)(C(C)(C)C)(C)C.[CH:23]([Mg]Br)([CH3:25])[CH3:24].C1COCC1.Cl, predict the reaction product. The product is: [F:22][C:16]1[CH:15]=[C:14]([OH:13])[CH:3]=[CH:2][C:1]=1[C:5](=[O:4])[CH:23]([CH3:25])[CH3:24].